The task is: Regression. Given two drug SMILES strings and cell line genomic features, predict the synergy score measuring deviation from expected non-interaction effect.. This data is from NCI-60 drug combinations with 297,098 pairs across 59 cell lines. (1) Drug 1: CC1=CC=C(C=C1)C2=CC(=NN2C3=CC=C(C=C3)S(=O)(=O)N)C(F)(F)F. Drug 2: CC1=C(C=C(C=C1)C(=O)NC2=CC(=CC(=C2)C(F)(F)F)N3C=C(N=C3)C)NC4=NC=CC(=N4)C5=CN=CC=C5. Cell line: NCI-H226. Synergy scores: CSS=-0.684, Synergy_ZIP=1.30, Synergy_Bliss=2.53, Synergy_Loewe=-1.48, Synergy_HSA=-1.87. (2) Drug 1: CC1=CC=C(C=C1)C2=CC(=NN2C3=CC=C(C=C3)S(=O)(=O)N)C(F)(F)F. Drug 2: C1=CC=C(C=C1)NC(=O)CCCCCCC(=O)NO. Cell line: 786-0. Synergy scores: CSS=1.96, Synergy_ZIP=-2.06, Synergy_Bliss=-3.34, Synergy_Loewe=-5.37, Synergy_HSA=-3.16. (3) Drug 1: C1=CC(=CC=C1CCC2=CNC3=C2C(=O)NC(=N3)N)C(=O)NC(CCC(=O)O)C(=O)O. Drug 2: CC1=C(C(CCC1)(C)C)C=CC(=CC=CC(=CC(=O)O)C)C. Cell line: OVCAR-8. Synergy scores: CSS=10.2, Synergy_ZIP=-10.3, Synergy_Bliss=-16.4, Synergy_Loewe=-29.5, Synergy_HSA=-15.2. (4) Drug 1: N.N.Cl[Pt+2]Cl. Drug 2: CC1C(C(CC(O1)OC2CC(CC3=C2C(=C4C(=C3O)C(=O)C5=C(C4=O)C(=CC=C5)OC)O)(C(=O)CO)O)N)O.Cl. Cell line: SR. Synergy scores: CSS=42.8, Synergy_ZIP=5.02, Synergy_Bliss=4.64, Synergy_Loewe=-22.7, Synergy_HSA=0.540. (5) Drug 1: CC1C(C(CC(O1)OC2CC(CC3=C2C(=C4C(=C3O)C(=O)C5=C(C4=O)C(=CC=C5)OC)O)(C(=O)CO)O)N)O.Cl. Drug 2: C(CN)CNCCSP(=O)(O)O. Cell line: NCI-H522. Synergy scores: CSS=3.28, Synergy_ZIP=1.24, Synergy_Bliss=3.47, Synergy_Loewe=1.82, Synergy_HSA=2.57. (6) Drug 1: C1CCN(CC1)CCOC2=CC=C(C=C2)C(=O)C3=C(SC4=C3C=CC(=C4)O)C5=CC=C(C=C5)O. Drug 2: C1=NC2=C(N1)C(=S)N=C(N2)N. Cell line: HOP-92. Synergy scores: CSS=44.3, Synergy_ZIP=-2.24, Synergy_Bliss=-0.00796, Synergy_Loewe=3.33, Synergy_HSA=1.67. (7) Drug 1: CC1C(C(CC(O1)OC2CC(CC3=C2C(=C4C(=C3O)C(=O)C5=C(C4=O)C(=CC=C5)OC)O)(C(=O)CO)O)N)O.Cl. Drug 2: COC1=C2C(=CC3=C1OC=C3)C=CC(=O)O2. Cell line: SK-MEL-5. Synergy scores: CSS=17.2, Synergy_ZIP=-2.78, Synergy_Bliss=1.50, Synergy_Loewe=-15.1, Synergy_HSA=2.95. (8) Drug 1: CC1=C(N=C(N=C1N)C(CC(=O)N)NCC(C(=O)N)N)C(=O)NC(C(C2=CN=CN2)OC3C(C(C(C(O3)CO)O)O)OC4C(C(C(C(O4)CO)O)OC(=O)N)O)C(=O)NC(C)C(C(C)C(=O)NC(C(C)O)C(=O)NCCC5=NC(=CS5)C6=NC(=CS6)C(=O)NCCC[S+](C)C)O. Drug 2: CCN(CC)CCCC(C)NC1=C2C=C(C=CC2=NC3=C1C=CC(=C3)Cl)OC. Cell line: 786-0. Synergy scores: CSS=16.8, Synergy_ZIP=-8.65, Synergy_Bliss=-1.13, Synergy_Loewe=-2.63, Synergy_HSA=0.372. (9) Drug 1: C1=NC2=C(N=C(N=C2N1C3C(C(C(O3)CO)O)O)F)N. Drug 2: B(C(CC(C)C)NC(=O)C(CC1=CC=CC=C1)NC(=O)C2=NC=CN=C2)(O)O. Cell line: NCI-H522. Synergy scores: CSS=63.2, Synergy_ZIP=-0.843, Synergy_Bliss=0.367, Synergy_Loewe=-25.1, Synergy_HSA=-2.02.